This data is from TCR-epitope binding with 47,182 pairs between 192 epitopes and 23,139 TCRs. The task is: Binary Classification. Given a T-cell receptor sequence (or CDR3 region) and an epitope sequence, predict whether binding occurs between them. The epitope is TFYLTNDVSFL. The TCR CDR3 sequence is CATPATFQGHTEAFF. Result: 0 (the TCR does not bind to the epitope).